Predict the reactants needed to synthesize the given product. From a dataset of Full USPTO retrosynthesis dataset with 1.9M reactions from patents (1976-2016). (1) Given the product [CH2:24]([O:26][C:27]([C:29]1[C:30]2[S:38][CH:37]=[C:36]([CH2:39][O:20][C:16]3[CH:17]=[CH:18][CH:19]=[C:14]([O:13][CH2:12][C:11]4[CH:21]=[CH:22][CH:23]=[C:9]([O:8][CH3:7])[CH:10]=4)[CH:15]=3)[C:31]=2[C:32]([Cl:35])=[N:33][CH:34]=1)=[O:28])[CH3:25], predict the reactants needed to synthesize it. The reactants are: C(=O)([O-])[O-].[K+].[K+].[CH3:7][O:8][C:9]1[CH:10]=[C:11]([CH:21]=[CH:22][CH:23]=1)[CH2:12][O:13][C:14]1[CH:15]=[C:16]([OH:20])[CH:17]=[CH:18][CH:19]=1.[CH2:24]([O:26][C:27]([C:29]1[C:30]2[S:38][CH:37]=[C:36]([CH2:39]Br)[C:31]=2[C:32]([Cl:35])=[N:33][CH:34]=1)=[O:28])[CH3:25]. (2) Given the product [F:1][C:2]1[CH:7]=[CH:6][CH:5]=[C:4]([F:8])[C:3]=1[C:9]1[N:14]=[C:13]2[C:15]([C:28]3[CH:29]=[C:30]([NH:34][CH:35]4[CH2:40][CH2:39][CH2:38][N:37]([C:41]([O:43][C:44]([CH3:47])([CH3:46])[CH3:45])=[O:42])[CH2:36]4)[CH:31]=[N:32][CH:33]=3)=[CH:16][NH:17][C:12]2=[CH:11][CH:10]=1, predict the reactants needed to synthesize it. The reactants are: [F:1][C:2]1[CH:7]=[CH:6][CH:5]=[C:4]([F:8])[C:3]=1[C:9]1[N:14]=[C:13]2[C:15]([C:28]3[CH:29]=[C:30]([NH:34][CH:35]4[CH2:40][CH2:39][CH2:38][N:37]([C:41]([O:43][C:44]([CH3:47])([CH3:46])[CH3:45])=[O:42])[CH2:36]4)[CH:31]=[N:32][CH:33]=3)=[CH:16][N:17](S(C3C=CC(C)=CC=3)(=O)=O)[C:12]2=[CH:11][CH:10]=1.[OH-].[Na+]. (3) Given the product [F:36][C:30]1[CH:31]=[CH:32][CH:33]=[C:34]([F:35])[C:29]=1[CH:27]1[O:26][N:25]=[C:24]([C:22]2[N:1]=[C:2]([CH:3]3[CH2:8][CH2:7][N:6]([C:9]([O:11][CH2:12][CH3:13])=[O:10])[N:5]([C:14]([O:16][CH2:17][CH3:18])=[O:15])[CH2:4]3)[S:19][CH:21]=2)[CH2:28]1, predict the reactants needed to synthesize it. The reactants are: [NH2:1][C:2](=[S:19])[CH:3]1[CH2:8][CH2:7][N:6]([C:9]([O:11][CH2:12][CH3:13])=[O:10])[N:5]([C:14]([O:16][CH2:17][CH3:18])=[O:15])[CH2:4]1.Br[CH2:21][C:22]([C:24]1[CH2:28][CH:27]([C:29]2[C:34]([F:35])=[CH:33][CH:32]=[CH:31][C:30]=2[F:36])[O:26][N:25]=1)=O.C([O-])(=O)C.[Na+]. (4) Given the product [Cl:24][C:21]1[CH:20]=[CH:19][C:18]([C:12]2[C:11]3[CH2:10][CH2:9][NH:8][CH2:17][CH2:16][C:15]=3[N:14]([CH2:29][C:28]3[CH:31]=[CH:32][CH:33]=[C:26]([F:25])[CH:27]=3)[N:13]=2)=[CH:23][CH:22]=1, predict the reactants needed to synthesize it. The reactants are: C(OC([N:8]1[CH2:17][CH2:16][C:15]2[NH:14][N:13]=[C:12]([C:18]3[CH:23]=[CH:22][C:21]([Cl:24])=[CH:20][CH:19]=3)[C:11]=2[CH2:10][CH2:9]1)=O)(C)(C)C.[F:25][C:26]1[CH:27]=[C:28]([CH:31]=[CH:32][CH:33]=1)[CH2:29]Cl. (5) Given the product [CH2:1]([S:3]([CH2:6][CH2:7][C:8]12[CH2:15][CH2:14][C:11]([C:16]([NH:26][CH3:25])=[O:18])([CH2:12][CH2:13]1)[CH2:10][CH2:9]2)(=[O:5])=[O:4])[CH3:2], predict the reactants needed to synthesize it. The reactants are: [CH2:1]([S:3]([CH2:6][CH2:7][C:8]12[CH2:15][CH2:14][C:11]([C:16]([OH:18])=O)([CH2:12][CH2:13]1)[CH2:10][CH2:9]2)(=[O:5])=[O:4])[CH3:2].C(Cl)(=O)C(Cl)=O.[CH3:25][NH2:26].